Dataset: Full USPTO retrosynthesis dataset with 1.9M reactions from patents (1976-2016). Task: Predict the reactants needed to synthesize the given product. (1) Given the product [CH3:14][N:11]1[CH:12]=[CH:13][C:9]([NH:8][C:16]2[C:25]3[C:20](=[CH:21][CH:22]=[C:23]([O:26][C:4]4[CH:5]=[CH:6][N:7]=[CH:2][N:3]=4)[CH:24]=3)[N:19]=[CH:18][N:17]=2)=[N:10]1, predict the reactants needed to synthesize it. The reactants are: Cl[C:2]1[N:7]=[CH:6][CH:5]=[CH:4][N:3]=1.[NH2:8][C:9]1[CH:13]=[CH:12][N:11]([CH3:14])[N:10]=1.Cl[C:16]1[C:25]2[C:20](=[CH:21][CH:22]=[C:23]([OH:26])[CH:24]=2)[N:19]=[CH:18][N:17]=1. (2) Given the product [CH3:53][C:50]1([CH3:54])[O:49][CH:48]([CH2:47][O:1][C:2]2[CH:7]=[CH:6][C:5]([C:8]3[C:12]4[CH:13]=[C:14]([CH2:17][O:18][C:19]5[N:24]=[CH:23][C:22]([CH:25]([C:32]#[C:33][CH3:34])[CH2:26][C:27]([O:29][CH2:30][CH3:31])=[O:28])=[CH:21][CH:20]=5)[CH:15]=[CH:16][C:11]=4[S:10][CH:9]=3)=[C:4]([CH3:35])[CH:3]=2)[CH2:52][O:51]1, predict the reactants needed to synthesize it. The reactants are: [OH:1][C:2]1[CH:7]=[CH:6][C:5]([C:8]2[C:12]3[CH:13]=[C:14]([CH2:17][O:18][C:19]4[N:24]=[CH:23][C:22]([CH:25]([C:32]#[C:33][CH3:34])[CH2:26][C:27]([O:29][CH2:30][CH3:31])=[O:28])=[CH:21][CH:20]=4)[CH:15]=[CH:16][C:11]=3[S:10][CH:9]=2)=[C:4]([CH3:35])[CH:3]=1.CC1C=CC(S(O[CH2:47][CH:48]2[CH2:52][O:51][C:50]([CH3:54])([CH3:53])[O:49]2)(=O)=O)=CC=1.C([O-])([O-])=O.[Cs+].[Cs+].O. (3) Given the product [Cl:1][C:2]1[C:3]([C:27]2[S:31][C:30]([C:32]3([NH2:36])[CH2:33][CH2:34][CH2:35]3)=[N:29][CH:28]=2)=[C:4]2[CH:10]=[C:9]([C:11]3[CH:12]=[N:13][N:14]([CH3:16])[CH:15]=3)[N:8]([S:17]([C:20]3[CH:26]=[CH:25][C:23]([CH3:24])=[CH:22][CH:21]=3)(=[O:19])=[O:18])[C:5]2=[N:6][CH:7]=1, predict the reactants needed to synthesize it. The reactants are: [Cl:1][C:2]1[C:3]([C:27]2[S:31][C:30]([C:32]3([NH:36]CC4C=CC(OC)=CC=4)[CH2:35][CH2:34][CH2:33]3)=[N:29][CH:28]=2)=[C:4]2[CH:10]=[C:9]([C:11]3[CH:12]=[N:13][N:14]([CH3:16])[CH:15]=3)[N:8]([S:17]([C:20]3[CH:26]=[CH:25][C:23]([CH3:24])=[CH:22][CH:21]=3)(=[O:19])=[O:18])[C:5]2=[N:6][CH:7]=1.ClC1C(=O)C(C#N)=C(C#N)C(=O)C=1Cl. (4) The reactants are: CC1(C)C(C)(C)OB([C:9]2[CH:10]=[C:11]([O:28][C:29]([F:32])([F:31])[F:30])[CH:12]=[C:13]3[C:18]=2[O:17][CH:16]([C:19]([F:22])([F:21])[F:20])[C:15]([C:23]([O:25][CH2:26][CH3:27])=[O:24])=[CH:14]3)O1.[OH:34]O.[OH-].[Na+].Cl. Given the product [OH:34][C:9]1[CH:10]=[C:11]([O:28][C:29]([F:30])([F:31])[F:32])[CH:12]=[C:13]2[C:18]=1[O:17][CH:16]([C:19]([F:21])([F:20])[F:22])[C:15]([C:23]([O:25][CH2:26][CH3:27])=[O:24])=[CH:14]2, predict the reactants needed to synthesize it. (5) The reactants are: C(OC(=O)[NH:7][C:8]1[CH:13]=[C:12]([N:14]([CH3:16])[CH3:15])[C:11]([C:17]([F:20])([F:19])[F:18])=[CH:10][C:9]=1[NH:21][C:22](=[O:38])[CH2:23][C:24](=O)[C:25]1[CH:30]=[CH:29][CH:28]=[C:27]([C:31]2[CH:36]=[CH:35][N:34]=[CH:33][CH:32]=2)[CH:26]=1)(C)(C)C.C(O)(C(F)(F)F)=O. Given the product [CH3:15][N:14]([CH3:16])[C:12]1[C:11]([C:17]([F:18])([F:20])[F:19])=[CH:10][C:9]2[NH:21][C:22](=[O:38])[CH2:23][C:24]([C:25]3[CH:30]=[CH:29][CH:28]=[C:27]([C:31]4[CH:36]=[CH:35][N:34]=[CH:33][CH:32]=4)[CH:26]=3)=[N:7][C:8]=2[CH:13]=1, predict the reactants needed to synthesize it. (6) Given the product [Cl:1][C:2]1[CH:17]=[CH:16][C:15]([Cl:18])=[CH:14][C:3]=1[O:4][C:5]1[CH:13]=[CH:12][CH:11]=[CH:10][C:6]=1[C:7]([N:26]1[C:27]2[C:22](=[CH:21][CH:20]=[CH:29][CH:28]=2)[CH2:23][CH:25]1[CH3:24])=[O:9], predict the reactants needed to synthesize it. The reactants are: [Cl:1][C:2]1[CH:17]=[CH:16][C:15]([Cl:18])=[CH:14][C:3]=1[O:4][C:5]1[CH:13]=[CH:12][CH:11]=[CH:10][C:6]=1[C:7]([OH:9])=O.C[C:20]1[CH:21]=[C:22]2[C:27](=[CH:28][CH:29]=1)[NH:26][CH2:25][CH2:24][CH2:23]2.CC1CC2C(=CC=CC=2)N1.